From a dataset of NCI-60 drug combinations with 297,098 pairs across 59 cell lines. Regression. Given two drug SMILES strings and cell line genomic features, predict the synergy score measuring deviation from expected non-interaction effect. (1) Drug 1: CCCS(=O)(=O)NC1=C(C(=C(C=C1)F)C(=O)C2=CNC3=C2C=C(C=N3)C4=CC=C(C=C4)Cl)F. Drug 2: CC12CCC3C(C1CCC2=O)CC(=C)C4=CC(=O)C=CC34C. Cell line: SNB-19. Synergy scores: CSS=22.9, Synergy_ZIP=2.49, Synergy_Bliss=1.96, Synergy_Loewe=-15.3, Synergy_HSA=-0.211. (2) Drug 1: CC1=C(C=C(C=C1)NC2=NC=CC(=N2)N(C)C3=CC4=NN(C(=C4C=C3)C)C)S(=O)(=O)N.Cl. Drug 2: C1CN(P(=O)(OC1)NCCCl)CCCl. Cell line: EKVX. Synergy scores: CSS=1.24, Synergy_ZIP=1.21, Synergy_Bliss=2.57, Synergy_Loewe=1.65, Synergy_HSA=0.714. (3) Drug 1: CS(=O)(=O)OCCCCOS(=O)(=O)C. Drug 2: CC12CCC3C(C1CCC2OP(=O)(O)O)CCC4=C3C=CC(=C4)OC(=O)N(CCCl)CCCl.[Na+]. Cell line: HOP-62. Synergy scores: CSS=-4.00, Synergy_ZIP=7.29, Synergy_Bliss=9.43, Synergy_Loewe=5.37, Synergy_HSA=0.829. (4) Drug 1: CCCS(=O)(=O)NC1=C(C(=C(C=C1)F)C(=O)C2=CNC3=C2C=C(C=N3)C4=CC=C(C=C4)Cl)F. Drug 2: CN(CC1=CN=C2C(=N1)C(=NC(=N2)N)N)C3=CC=C(C=C3)C(=O)NC(CCC(=O)O)C(=O)O. Cell line: NCI-H460. Synergy scores: CSS=39.7, Synergy_ZIP=4.36, Synergy_Bliss=-0.0778, Synergy_Loewe=-13.3, Synergy_HSA=-3.20. (5) Drug 1: CS(=O)(=O)CCNCC1=CC=C(O1)C2=CC3=C(C=C2)N=CN=C3NC4=CC(=C(C=C4)OCC5=CC(=CC=C5)F)Cl. Drug 2: CN(CCCl)CCCl.Cl. Cell line: COLO 205. Synergy scores: CSS=40.0, Synergy_ZIP=-5.37, Synergy_Bliss=-4.39, Synergy_Loewe=0.0488, Synergy_HSA=1.34. (6) Drug 1: COC1=NC(=NC2=C1N=CN2C3C(C(C(O3)CO)O)O)N. Drug 2: CN(C(=O)NC(C=O)C(C(C(CO)O)O)O)N=O. Synergy scores: CSS=9.83, Synergy_ZIP=-2.86, Synergy_Bliss=1.31, Synergy_Loewe=-4.60, Synergy_HSA=-0.236. Cell line: SW-620.